From a dataset of Forward reaction prediction with 1.9M reactions from USPTO patents (1976-2016). Predict the product of the given reaction. (1) Given the reactants [C:1]([O:4][C@H:5]1[C@H:12]([O:13][C:14](=[O:16])[CH3:15])[C:9]2([CH2:11][CH2:10]2)[O:8][C@@H:7]([C:17]2[CH:22]=[CH:21][C:20]([Cl:23])=[C:19]([CH2:24][C:25]3[CH:30]=[CH:29][C:28]([O:31]CC)=[CH:27][CH:26]=3)[CH:18]=2)[C@@H:6]1[O:34][C:35](=[O:37])[CH3:36])(=[O:3])[CH3:2].B(Br)(Br)Br, predict the reaction product. The product is: [C:1]([O:4][C@H:5]1[C@H:12]([O:13][C:14](=[O:16])[CH3:15])[C:9]2([CH2:10][CH2:11]2)[O:8][C@@H:7]([C:17]2[CH:22]=[CH:21][C:20]([Cl:23])=[C:19]([CH2:24][C:25]3[CH:26]=[CH:27][C:28]([OH:31])=[CH:29][CH:30]=3)[CH:18]=2)[C@@H:6]1[O:34][C:35](=[O:37])[CH3:36])(=[O:3])[CH3:2]. (2) Given the reactants [CH2:1]([C@H:3]1[N:7]2S(=O)(=O)O[CH2:10][C@@H:6]2[CH2:5][CH2:4]1)[CH3:2].[C:13]([N:16]1[CH2:21][CH2:20][NH:19][CH2:18][C@H:17]1[CH3:22])(=[O:15])[CH3:14].[CH2:23]([O:30][C:31](Cl)=[O:32])[C:24]1[CH:29]=[CH:28][CH:27]=[CH:26][CH:25]=1.C(N(CC)CC)C, predict the reaction product. The product is: [C:13]([N:16]1[CH2:21][CH2:20][N:19]([CH2:10][C@@H:6]2[CH2:5][CH2:4][C@@H:3]([CH2:1][CH3:2])[N:7]2[C:31]([O:30][CH2:23][C:24]2[CH:29]=[CH:28][CH:27]=[CH:26][CH:25]=2)=[O:32])[CH2:18][C@H:17]1[CH3:22])(=[O:15])[CH3:14]. (3) Given the reactants [NH2:1][C:2]1[CH:7]=[C:6]([C:8]#[N:9])[C:5]([C:10]#[N:11])=[CH:4][C:3]=1[NH2:12].C(O)CCCC.[CH2:19]([CH:25]([CH2:28][CH2:29][CH2:30][CH2:31][CH2:32][CH3:33])[CH:26]=O)[CH2:20][CH2:21][CH2:22]CC.O=O, predict the reaction product. The product is: [C:10]([C:5]1[C:6]([C:8]#[N:9])=[CH:7][C:2]2[N:1]=[C:26]([CH:25]([CH2:19][CH2:20][CH2:21][CH3:22])[CH2:28][CH2:29][CH2:30][CH2:31][CH2:32][CH3:33])[NH:12][C:3]=2[CH:4]=1)#[N:11].